From a dataset of Reaction yield outcomes from USPTO patents with 853,638 reactions. Predict the reaction yield, written as a fraction of the theoretical maximum amount of product (1.0 means a 100% yield; for example, 0.34 means a 34% yield). (1) The reactants are [Cl:1][C:2]1[N:3]=[C:4]([C:9]([OH:11])=O)[NH:5][C:6]=1[CH2:7][CH3:8].S(Cl)(Cl)=O.[NH2:16][C:17]1[CH:22]=[CH:21][C:20]([C:23]2[O:24][C:25]([CH2:33][CH3:34])=[C:26]([C:28]([O:30][CH2:31][CH3:32])=[O:29])[N:27]=2)=[CH:19][CH:18]=1. The catalyst is N1C=CC=CC=1. The product is [Cl:1][C:2]1[N:3]=[C:4]([C:9]([NH:16][C:17]2[CH:18]=[CH:19][C:20]([C:23]3[O:24][C:25]([CH2:33][CH3:34])=[C:26]([C:28]([O:30][CH2:31][CH3:32])=[O:29])[N:27]=3)=[CH:21][CH:22]=2)=[O:11])[NH:5][C:6]=1[CH2:7][CH3:8]. The yield is 0.720. (2) The catalyst is ClCCl. The yield is 1.00. The product is [CH3:1][Si:2]([CH3:23])([CH3:22])[CH2:3][CH2:4][O:5][C:6]([N:8]1[CH2:13][CH2:12][CH:11]([C:14]2[CH:19]=[CH:18][CH:17]=[C:16]([CH2:20][NH:21][C:24]([O:27][C:11]([CH3:14])([CH3:12])[CH3:10])=[O:25])[CH:15]=2)[CH2:10][CH2:9]1)=[O:7]. The reactants are [CH3:1][Si:2]([CH3:23])([CH3:22])[CH2:3][CH2:4][O:5][C:6]([N:8]1[CH2:13][CH2:12][CH:11]([C:14]2[CH:19]=[CH:18][CH:17]=[C:16]([CH2:20][NH2:21])[CH:15]=2)[CH2:10][CH2:9]1)=[O:7].[C:24]([O-:27])(O)=[O:25].[Na+]. (3) The reactants are [F:1][C:2]1[CH:7]=[C:6]([N+:8]([O-:10])=[O:9])[CH:5]=[CH:4][C:3]=1[NH2:11].[Br:12]Br.C([O-])(O)=O.[Na+]. The catalyst is CC(O)=O. The product is [Br:12][C:4]1[CH:5]=[C:6]([N+:8]([O-:10])=[O:9])[CH:7]=[C:2]([F:1])[C:3]=1[NH2:11]. The yield is 0.970. (4) The catalyst is C(Cl)(Cl)Cl. The yield is 1.00. The product is [CH3:1][O:2][C:3]([C@H:5]1[CH2:9][C@@H:8]([OH:10])[CH2:7][N:6]1[C:24]([C:18]1[CH:23]=[CH:22][CH:21]=[CH:20][CH:19]=1)([C:31]1[CH:32]=[CH:33][CH:34]=[CH:35][CH:36]=1)[C:25]1[CH:26]=[CH:27][CH:28]=[CH:29][CH:30]=1)=[O:4]. The reactants are [CH3:1][O:2][C:3]([C@H:5]1[CH2:9][C@@H:8]([OH:10])[CH2:7][NH:6]1)=[O:4].C(N(CC)CC)C.[C:18]1([C:24](Cl)([C:31]2[CH:36]=[CH:35][CH:34]=[CH:33][CH:32]=2)[C:25]2[CH:30]=[CH:29][CH:28]=[CH:27][CH:26]=2)[CH:23]=[CH:22][CH:21]=[CH:20][CH:19]=1. (5) The reactants are [C:1]([NH2:4])(=[O:3])[CH3:2].[C:5]([OH:9])(=[O:8])[CH:6]=[O:7]. The catalyst is CC(C)=O. The product is [C:1]([NH:4][CH:6]([OH:7])[C:5]([OH:9])=[O:8])(=[O:3])[CH3:2]. The yield is 1.00. (6) The reactants are [C:1]1([C:21]2[CH:26]=[CH:25][CH:24]=[CH:23][CH:22]=2)[CH:6]=[CH:5][C:4]([C:7]2[N:8]([C:14]3[CH:19]=[CH:18][CH:17]=[CH:16][C:15]=3[F:20])[C:9]([CH2:12]O)=[N:10][N:11]=2)=[CH:3][CH:2]=1.S(Cl)([Cl:29])=O.C(Cl)(Cl)Cl. The catalyst is C1(C)C=CC=CC=1. The product is [C:1]1([C:21]2[CH:26]=[CH:25][CH:24]=[CH:23][CH:22]=2)[CH:6]=[CH:5][C:4]([C:7]2[N:8]([C:14]3[CH:19]=[CH:18][CH:17]=[CH:16][C:15]=3[F:20])[C:9]([CH2:12][Cl:29])=[N:10][N:11]=2)=[CH:3][CH:2]=1. The yield is 0.810. (7) The reactants are [CH3:1][O:2][C:3]1[CH:4]=[C:5]([C:11](=O)[CH:12]=[C:13]([CH3:15])[CH3:14])[CH:6]=[CH:7][C:8]=1[O:9][CH3:10].O.[NH2:18][NH2:19]. The catalyst is CCO. The product is [CH3:1][O:2][C:3]1[CH:4]=[C:5]([C:11]2[CH2:12][C:13]([CH3:15])([CH3:14])[NH:19][N:18]=2)[CH:6]=[CH:7][C:8]=1[O:9][CH3:10]. The yield is 1.00.